Dataset: Full USPTO retrosynthesis dataset with 1.9M reactions from patents (1976-2016). Task: Predict the reactants needed to synthesize the given product. (1) Given the product [Cl:24][C:8]1[C:7]([F:6])=[C:12]([Cl:3])[N:11]=[CH:10][N:9]=1, predict the reactants needed to synthesize it. The reactants are: P(Cl)(Cl)([Cl:3])=O.[F:6][C:7]1[C:8](O)=[N:9][CH:10]=[N:11][C:12]=1O.CN(C)C1C=CC=CC=1.[Cl-:24].[Na+].O. (2) Given the product [Br:1][C:2]1[CH:7]=[CH:6][C:5]([C@:8]([CH:12]2[CH2:14][CH2:13]2)([CH3:11])[CH:9]=[N:15][OH:16])=[CH:4][CH:3]=1, predict the reactants needed to synthesize it. The reactants are: [Br:1][C:2]1[CH:7]=[CH:6][C:5]([C@:8]([CH:12]2[CH2:14][CH2:13]2)([CH3:11])[CH:9]=O)=[CH:4][CH:3]=1.[NH2:15][OH:16].[Cl-].[Na+].C(OC(C)C)(=O)C. (3) Given the product [C:4]([O:3][C:1](=[O:2])[N:8]([CH3:13])[C@@H:9]([CH3:10])[CH:11]=[O:12])([CH3:6])([CH3:7])[CH3:5], predict the reactants needed to synthesize it. The reactants are: [C:1]([N:8]([CH3:13])[C@H:9]([CH2:11][OH:12])[CH3:10])([O:3][C:4]([CH3:7])([CH3:6])[CH3:5])=[O:2].C([O-])(O)=O.[Na+].[K+].[Br-].Cl[O-].[Na+]. (4) Given the product [C:12]([C:11]1[N:1]=[C:2]2[CH:7]=[C:6]([CH3:8])[CH:5]=[CH:4][N:3]2[CH:10]=1)([CH3:15])([CH3:14])[CH3:13], predict the reactants needed to synthesize it. The reactants are: [NH2:1][C:2]1[CH:7]=[C:6]([CH3:8])[CH:5]=[CH:4][N:3]=1.Br[CH2:10][C:11](=O)[C:12]([CH3:15])([CH3:14])[CH3:13]. (5) Given the product [F:16][C:17]1[CH:23]=[CH:22][C:20]([NH:21][C:2]2[CH:7]=[CH:6][C:5]([O:8][C:9]3[CH:14]=[CH:13][C:12]([F:15])=[CH:11][CH:10]=3)=[CH:4][N:3]=2)=[CH:19][C:18]=1[O:24][CH3:25], predict the reactants needed to synthesize it. The reactants are: Cl[C:2]1[CH:7]=[CH:6][C:5]([O:8][C:9]2[CH:14]=[CH:13][C:12]([F:15])=[CH:11][CH:10]=2)=[CH:4][N:3]=1.[F:16][C:17]1[CH:23]=[CH:22][C:20]([NH2:21])=[CH:19][C:18]=1[O:24][CH3:25].C1(P(C2C=CC=CC=2)C2C3OC4C(=CC=CC=4P(C4C=CC=CC=4)C4C=CC=CC=4)C(C)(C)C=3C=CC=2)C=CC=CC=1.C(=O)([O-])[O-].[Cs+].[Cs+]. (6) The reactants are: [CH:1](=O)[C:2]([CH3:5])([CH3:4])[CH3:3].[C:7]([O:13][CH2:14][CH3:15])(=[O:12])[CH2:8]C([O-])=O. Given the product [CH3:3][C:2]([CH3:5])([CH3:4])[CH:1]=[CH:8][C:7]([O:13][CH2:14][CH3:15])=[O:12], predict the reactants needed to synthesize it. (7) Given the product [OH:7][CH2:6][CH2:5][N:4]([CH:1]([CH3:3])[CH3:2])[C:8](=[O:9])[O:10][C:11]([CH3:14])([CH3:13])[CH3:12], predict the reactants needed to synthesize it. The reactants are: [CH:1]([NH:4][CH2:5][CH2:6][OH:7])([CH3:3])[CH3:2].[C:8](O[C:8]([O:10][C:11]([CH3:14])([CH3:13])[CH3:12])=[O:9])([O:10][C:11]([CH3:14])([CH3:13])[CH3:12])=[O:9]. (8) Given the product [ClH:23].[CH3:1][Si:2]([C:5]#[C:6][C:7]1[CH2:12][CH2:11][NH:10][CH2:9][CH:8]=1)([CH3:3])[CH3:4], predict the reactants needed to synthesize it. The reactants are: [CH3:1][Si:2]([C:5]#[C:6][C:7]1[CH2:8][CH2:9][N:10](C(OC(C)(C)C)=O)[CH2:11][CH:12]=1)([CH3:4])[CH3:3].C([Cl:23])(=O)C.CCOC(C)=O. (9) The reactants are: [C:1]([C:3]1[CH:8]=[CH:7][N:6]=[CH:5][CH:4]=1)#[N:2].[F:9][C:10]1[CH:16]=[CH:15][C:13]([NH2:14])=[CH:12][CH:11]=1. Given the product [F:9][C:10]1[CH:16]=[CH:15][C:13]([NH:14][C:1]([C:3]2[CH:8]=[CH:7][N:6]=[CH:5][CH:4]=2)=[NH:2])=[CH:12][CH:11]=1, predict the reactants needed to synthesize it.